Dataset: Full USPTO retrosynthesis dataset with 1.9M reactions from patents (1976-2016). Task: Predict the reactants needed to synthesize the given product. (1) Given the product [Br:1][C:2]1[CH:3]=[CH:4][CH:5]=[C:6]2[C:10]=1[NH:9][C:8]1[CH2:11][N:9]3[CH2:10][CH2:6][CH:15]([C:7]2=1)[CH2:7][CH2:8]3, predict the reactants needed to synthesize it. The reactants are: [Br:1][C:2]1[C:10]2[NH:9][C:8]3[CH:11]4CCN([CH2:15][C:7]=3[C:6]=2[CH:5]=[CH:4][CH:3]=1)CC4. (2) Given the product [ClH:31].[OH:1][C:2]1[NH:3][C:4]2[C:9]([C:10]=1[C:11]1[CH:16]=[CH:15][C:14]([S:17]([N:20]3[CH2:21][CH2:22][N:23]([CH3:26])[CH2:24][CH2:25]3)(=[O:19])=[O:18])=[CH:13][N:12]=1)=[CH:8][C:7]([C:27]([OH:32])=[O:29])=[CH:6][CH:5]=2, predict the reactants needed to synthesize it. The reactants are: [OH:1][C:2]1[NH:3][C:4]2[C:9]([C:10]=1[C:11]1[CH:16]=[CH:15][C:14]([S:17]([N:20]3[CH2:25][CH2:24][N:23]([CH3:26])[CH2:22][CH2:21]3)(=[O:19])=[O:18])=[CH:13][N:12]=1)=[CH:8][C:7]([C:27]#N)=[CH:6][CH:5]=2.[OH-:29].[Na+].[ClH:31].[OH2:32]. (3) Given the product [CH2:1]([O:3][C:4](=[O:32])[C:5]1[CH:10]=[CH:9][C:8]([N:11]2[CH:15]=[C:14]([C:16]3[CH:21]=[CH:20][C:19]([Cl:22])=[CH:18][C:17]=3[Cl:23])[N:13]=[C:12]2[CH2:24][C:25]2[CH:30]=[CH:29][C:28]([C:37]3[CH:38]=[CH:39][C:34]([OH:33])=[CH:35][CH:36]=3)=[CH:27][CH:26]=2)=[CH:7][CH:6]=1)[CH3:2], predict the reactants needed to synthesize it. The reactants are: [CH2:1]([O:3][C:4](=[O:32])[C:5]1[CH:10]=[CH:9][C:8]([N:11]2[CH:15]=[C:14]([C:16]3[CH:21]=[CH:20][C:19]([Cl:22])=[CH:18][C:17]=3[Cl:23])[N:13]=[C:12]2[CH2:24][C:25]2[CH:30]=[CH:29][C:28](Br)=[CH:27][CH:26]=2)=[CH:7][CH:6]=1)[CH3:2].[OH:33][C:34]1[CH:39]=[CH:38][C:37](B(O)O)=[CH:36][CH:35]=1.